Dataset: Forward reaction prediction with 1.9M reactions from USPTO patents (1976-2016). Task: Predict the product of the given reaction. (1) Given the reactants [C-:1]#[N:2].[K+].[Br:4][C:5]1[CH:10]=[C:9]([F:11])[CH:8]=[C:7]([CH3:12])[C:6]=1N.Cl.N([O-])=O.[Na+].O.O.O.O.O.O.O.O.O.O.C(=O)([O-])[O-].[Na+].[Na+], predict the reaction product. The product is: [Br:4][C:5]1[CH:10]=[C:9]([F:11])[CH:8]=[C:7]([CH3:12])[C:6]=1[C:1]#[N:2]. (2) Given the reactants [Cl:1][C:2]1[CH:3]=[C:4]([CH2:9][N:10]2C(=O)C3C(=CC=CC=3)[C:11]2=O)[CH:5]=[N:6][C:7]=1[Cl:8].CN, predict the reaction product. The product is: [Cl:1][C:2]1[CH:3]=[C:4]([CH2:9][NH:10][CH3:11])[CH:5]=[N:6][C:7]=1[Cl:8]. (3) Given the reactants FC(F)(F)C(O)=O.[CH3:8][CH:9]([O:11][C:12]1[C:17]([C:18]#[N:19])=[CH:16][C:15]([C:20]2[O:24][N:23]=[C:22]([C:25]3[CH:35]=[CH:34][C:28]4[CH2:29][CH2:30][NH:31][CH2:32][CH2:33][C:27]=4[CH:26]=3)[N:21]=2)=[CH:14][N:13]=1)[CH3:10].[CH3:36][C:37]1([CH3:44])[O:42][CH2:41][C:40](=O)[CH2:39][O:38]1.C(O[BH-](OC(=O)C)OC(=O)C)(=O)C.[Na+].C(=O)([O-])O.[Na+], predict the reaction product. The product is: [CH3:36][C:37]1([CH3:44])[O:42][CH2:41][CH:40]([N:31]2[CH2:30][CH2:29][C:28]3[CH:34]=[CH:35][C:25]([C:22]4[N:21]=[C:20]([C:15]5[CH:16]=[C:17]([C:18]#[N:19])[C:12]([O:11][CH:9]([CH3:8])[CH3:10])=[N:13][CH:14]=5)[O:24][N:23]=4)=[CH:26][C:27]=3[CH2:33][CH2:32]2)[CH2:39][O:38]1.